Dataset: Full USPTO retrosynthesis dataset with 1.9M reactions from patents (1976-2016). Task: Predict the reactants needed to synthesize the given product. (1) Given the product [C:28]([N:13]1[CH2:14][CH2:15][N:10]([C:5]2[CH:6]=[CH:7][CH:8]=[CH:9][C:4]=2[NH2:1])[CH2:11][CH2:12]1)([O:27][C:24]([CH3:26])([CH3:25])[CH3:23])=[O:29], predict the reactants needed to synthesize it. The reactants are: [N+:1]([C:4]1[CH:9]=[CH:8][CH:7]=[CH:6][C:5]=1[N:10]1[CH2:15][CH2:14][NH:13][CH2:12][CH2:11]1)([O-])=O.C(N(CC)CC)C.[CH3:23][C:24]([O:27][C:28](O[C:28]([O:27][C:24]([CH3:26])([CH3:25])[CH3:23])=[O:29])=[O:29])([CH3:26])[CH3:25]. (2) Given the product [CH2:32]([N:14]([C:11]1[C:10]([O:26][CH2:27][CH2:28][CH3:29])=[CH:9][C:8]2[C:7]([CH3:31])([CH3:30])[CH2:6][CH:5]=[C:4]([CH:1]([CH3:3])[CH3:2])[C:13]=2[CH:12]=1)[C:15]1[CH:16]=[CH:17][C:18]([C:19]([O:21][CH2:22][CH3:23])=[O:20])=[CH:24][CH:25]=1)[CH3:33], predict the reactants needed to synthesize it. The reactants are: [CH:1]([C:4]1[C:13]2[CH:12]=[C:11]([NH:14][C:15]3[CH:25]=[CH:24][C:18]([C:19]([O:21][CH2:22][CH3:23])=[O:20])=[CH:17][CH:16]=3)[C:10]([O:26][CH2:27][CH2:28][CH3:29])=[CH:9][C:8]=2[C:7]([CH3:31])([CH3:30])[CH2:6][CH:5]=1)([CH3:3])[CH3:2].[CH:32](=O)[CH3:33]. (3) Given the product [CH2:1]([O:3][C:4](=[O:12])[C:5]([C:7]1([Br:13])[CH2:11][CH2:10][O:9][CH:8]1[O:21][CH3:25])=[O:6])[CH3:2], predict the reactants needed to synthesize it. The reactants are: [CH2:1]([O:3][C:4](=[O:12])[C:5]([C:7]1[CH2:11][CH2:10][O:9][CH:8]=1)=[O:6])[CH3:2].[Br:13]N1C(=O)CCC1=O.[O:21]1[CH2:25]CCC1. (4) Given the product [Br:1][C:2]1[CH:13]=[N:12][C:5]2=[N:6][C:7]([N:17]3[CH2:16][CH2:15][N:14]([C:20]([O:22][C:23]([CH3:26])([CH3:25])[CH3:24])=[O:21])[CH2:19][CH2:18]3)=[C:8]([Cl:10])[N:9]=[C:4]2[CH:3]=1, predict the reactants needed to synthesize it. The reactants are: [Br:1][C:2]1[CH:13]=[N:12][C:5]2=[N:6][C:7](Cl)=[C:8]([Cl:10])[N:9]=[C:4]2[CH:3]=1.[N:14]1([C:20]([O:22][C:23]([CH3:26])([CH3:25])[CH3:24])=[O:21])[CH2:19][CH2:18][NH:17][CH2:16][CH2:15]1.[NH4+].[Cl-]. (5) The reactants are: [O:1]1[CH:5]=[CH:4][C:3]([CH2:6][N:7]2[C:11]3=[CH:12][N:13]=[CH:14][CH:15]=[C:10]3[C:9]([CH:16]3[CH2:21][CH2:20][NH:19][CH2:18][CH2:17]3)=[CH:8]2)=[CH:2]1.[CH3:22][O:23][C:24](=[O:37])[C:25]1[CH:30]=[CH:29][C:28]([O:31][CH3:32])=[CH:27][C:26]=1[O:33][CH2:34][CH2:35]Cl. Given the product [CH3:22][O:23][C:24](=[O:37])[C:25]1[CH:30]=[CH:29][C:28]([O:31][CH3:32])=[CH:27][C:26]=1[O:33][CH2:34][CH2:35][N:19]1[CH2:18][CH2:17][CH:16]([C:9]2[C:10]3[C:11](=[CH:12][N:13]=[CH:14][CH:15]=3)[N:7]([CH2:6][C:3]3[CH:4]=[CH:5][O:1][CH:2]=3)[CH:8]=2)[CH2:21][CH2:20]1, predict the reactants needed to synthesize it. (6) Given the product [N:23]1[NH:25][N:26]=[N:27][C:22]=1[C:19]1[CH:20]=[C:21]2[C:16]([CH2:15][CH2:14][N:13]2[C:12]2[C:6]3[CH2:5][N:4]([C:1](=[O:3])[CH3:2])[CH2:9][CH2:8][C:7]=3[N:10]([CH3:24])[N:11]=2)=[CH:17][CH:18]=1, predict the reactants needed to synthesize it. The reactants are: [C:1]([N:4]1[CH2:9][CH2:8][C:7]2[N:10]([CH3:24])[N:11]=[C:12]([N:13]3[C:21]4[C:16](=[CH:17][CH:18]=[C:19]([C:22]#[N:23])[CH:20]=4)[CH2:15][CH2:14]3)[C:6]=2[CH2:5]1)(=[O:3])[CH3:2].[N-:25]=[N+:26]=[N-:27]. (7) Given the product [N:1]1([C:8]2[C:17]3[C:12](=[CH:13][C:14]([NH:27][CH2:26][C:25]4[CH:24]=[CH:23][C:22]([C:21]([F:20])([F:30])[F:31])=[CH:29][CH:28]=4)=[CH:15][CH:16]=3)[N:11]=[C:10]([CH3:19])[CH:9]=2)[CH2:7][CH2:6][CH2:5][CH2:4][CH2:3][CH2:2]1, predict the reactants needed to synthesize it. The reactants are: [N:1]1([C:8]2[C:17]3[C:12](=[CH:13][C:14](I)=[CH:15][CH:16]=3)[N:11]=[C:10]([CH3:19])[CH:9]=2)[CH2:7][CH2:6][CH2:5][CH2:4][CH2:3][CH2:2]1.[F:20][C:21]([F:31])([F:30])[C:22]1[CH:29]=[CH:28][C:25]([CH2:26][NH2:27])=[CH:24][CH:23]=1. (8) Given the product [Cl:12][C:9]1[CH:8]=[CH:7][C:6]([CH:5]2[CH2:4][CH2:3][NH:2][C:18](=[O:20])[C:17]3[S:16][C:15]([N:21]4[CH2:26][CH2:25][O:24][CH2:23][CH2:22]4)=[N:14][C:13]2=3)=[CH:11][CH:10]=1, predict the reactants needed to synthesize it. The reactants are: Cl.[NH2:2][CH2:3][CH2:4][CH:5]([C:13]1[N:14]=[C:15]([N:21]2[CH2:26][CH2:25][O:24][CH2:23][CH2:22]2)[S:16][C:17]=1[C:18]([OH:20])=O)[C:6]1[CH:11]=[CH:10][C:9]([Cl:12])=[CH:8][CH:7]=1.ON1C2C=CC=CC=2N=N1.Cl.CN(C)CCCN=C=NCC.C(N(CC)C(C)C)(C)C. (9) Given the product [Br:1][C:2]1[C:11]2[N:10]=[CH:9][CH:8]=[N:7][C:6]=2[C:5]([C:12]([OH:14])=[O:13])=[C:4]([OH:16])[CH:3]=1, predict the reactants needed to synthesize it. The reactants are: [Br:1][C:2]1[C:11]2[N:10]=[CH:9][CH:8]=[N:7][C:6]=2[C:5]([C:12]([O:14]C)=[O:13])=[C:4]([O:16]C)[CH:3]=1.B(Br)(Br)Br. (10) Given the product [NH2:1][C:2]1[C:3]2[S:10][CH:9]=[C:8](/[CH:11]=[CH:12]/[C:13]3[CH:14]=[C:15]([CH:19]=[CH:20][C:21]=3[CH3:22])[C:16]([NH:36][C:35]3[CH:37]=[CH:38][C:32]([CH2:31][N:28]4[CH2:27][CH2:26][N:25]([CH2:23][CH3:24])[CH2:30][CH2:29]4)=[C:33]([C:39]([F:42])([F:41])[F:40])[CH:34]=3)=[O:18])[C:4]=2[N:5]=[CH:6][N:7]=1, predict the reactants needed to synthesize it. The reactants are: [NH2:1][C:2]1[C:3]2[S:10][CH:9]=[C:8](/[CH:11]=[CH:12]/[C:13]3[CH:14]=[C:15]([CH:19]=[CH:20][C:21]=3[CH3:22])[C:16]([OH:18])=O)[C:4]=2[N:5]=[CH:6][N:7]=1.[CH2:23]([N:25]1[CH2:30][CH2:29][N:28]([CH2:31][C:32]2[CH:38]=[CH:37][C:35]([NH2:36])=[CH:34][C:33]=2[C:39]([F:42])([F:41])[F:40])[CH2:27][CH2:26]1)[CH3:24].